Binary Classification. Given a drug SMILES string, predict its activity (active/inactive) in a high-throughput screening assay against a specified biological target. From a dataset of Choline transporter screen with 302,306 compounds. The compound is OC(=O)CC(n1cccc1)c1c2c(ccc1)cccc2. The result is 0 (inactive).